Dataset: Catalyst prediction with 721,799 reactions and 888 catalyst types from USPTO. Task: Predict which catalyst facilitates the given reaction. (1) Product: [CH3:40][C:41]1[N:25]2[C:6](=[O:7])[N:8]([CH:9]3[CH2:10][CH2:15][NH:31][CH2:30][CH2:16]3)[CH2:24][C:23]2=[CH:22][N:27]=1. Reactant: CC(O[C:6]([NH:8][C@@H:9]([C:16](O)=O)[C:10]1[CH:15]=CC=CC=1)=[O:7])(C)C.C1C=C[C:22]2[N:27](O)N=[N:25][C:23]=2[CH:24]=1.C[CH2:30][N:31]=C=NCCCN(C)C.[CH2:40](N(CC)CC)[CH3:41]. The catalyst class is: 10. (2) Reactant: Br[C:2]1[C:10]2[CH:9]=[CH:8][C:7](=[O:11])[N:6]([C:12]3[CH:17]=[CH:16][CH:15]=[CH:14][C:13]=3[Cl:18])[C:5]=2[S:4][C:3]=1[C:19]#[N:20].[F:21][C:22]1[CH:28]=[CH:27][C:25]([NH2:26])=[CH:24][C:23]=1[CH3:29].C([O-])([O-])=O.[Cs+].[Cs+].C1C=CC(P(C2C(C3C(P(C4C=CC=CC=4)C4C=CC=CC=4)=CC=C4C=3C=CC=C4)=C3C(C=CC=C3)=CC=2)C2C=CC=CC=2)=CC=1. Product: [Cl:18][C:13]1[CH:14]=[CH:15][CH:16]=[CH:17][C:12]=1[N:6]1[C:7](=[O:11])[CH:8]=[CH:9][C:10]2[C:2]([NH:26][C:25]3[CH:27]=[CH:28][C:22]([F:21])=[C:23]([CH3:29])[CH:24]=3)=[C:3]([C:19]#[N:20])[S:4][C:5]1=2. The catalyst class is: 101. (3) Reactant: [Cl:1][C:2]1[CH:7]=[N:6][C:5]2=[CH:8][N:9]([CH2:11][C:12]([NH:16][C:17](=[O:29])[C:18]3[CH:23]=[CH:22][C:21]([O:24][C:25]([F:28])([F:27])[F:26])=[CH:20][CH:19]=3)([C:14]#[N:15])[CH3:13])[N:10]=[C:4]2[CH:3]=1.[Cl:30]N1C(=O)CCC1=O. Product: [C:14]([C:12]([NH:16][C:17](=[O:29])[C:18]1[CH:23]=[CH:22][C:21]([O:24][C:25]([F:26])([F:27])[F:28])=[CH:20][CH:19]=1)([CH3:13])[CH2:11][N:9]1[C:8]([Cl:30])=[C:5]2[N:6]=[CH:7][C:2]([Cl:1])=[CH:3][C:4]2=[N:10]1)#[N:15]. The catalyst class is: 10. (4) Reactant: C(O[C:4](=[O:11])[CH2:5][C:6]([O:8]CC)=O)C.Cl.[CH3:13][O:14][CH2:15][C:16]([NH2:18])=[NH:17].C[O-].[Na+].CO. Product: [CH3:13][O:14][CH2:15][C:16]1[N:18]=[C:4]([OH:11])[CH:5]=[C:6]([OH:8])[N:17]=1. The catalyst class is: 5. (5) Product: [CH3:12][C:5]1([CH3:13])[C:4]2[C:8](=[CH:9][CH:10]=[C:2]([O:1][S:28]([C:31]([F:34])([F:33])[F:32])(=[O:30])=[O:29])[CH:3]=2)[C:7](=[O:11])[CH2:6]1. The catalyst class is: 2. Reactant: [OH:1][C:2]1[CH:3]=[C:4]2[C:8](=[CH:9][CH:10]=1)[C:7](=[O:11])[CH2:6][C:5]2([CH3:13])[CH3:12].C(N(CC)CC)C.C1C=CC(N([S:28]([C:31]([F:34])([F:33])[F:32])(=[O:30])=[O:29])[S:28]([C:31]([F:34])([F:33])[F:32])(=[O:30])=[O:29])=CC=1. (6) Reactant: [Cl:1][C:2]1[CH:13]=[C:12]([C:14]#[C:15][C:16](=[O:33])[NH:17][CH:18]([C:23]2[CH:28]=[CH:27][CH:26]=[C:25]([C:29]([F:32])([F:31])[F:30])[CH:24]=2)[C:19]([F:22])([F:21])[F:20])[CH:11]=[CH:10][C:3]=1[C:4]([NH:6][CH:7]1[CH2:9][CH2:8]1)=[O:5].N1C2C(=CC=CC=2)C=CC=1. Product: [Cl:1][C:2]1[CH:13]=[C:12](/[CH:14]=[CH:15]\[C:16](=[O:33])[NH:17][CH:18]([C:23]2[CH:28]=[CH:27][CH:26]=[C:25]([C:29]([F:30])([F:31])[F:32])[CH:24]=2)[C:19]([F:22])([F:20])[F:21])[CH:11]=[CH:10][C:3]=1[C:4]([NH:6][CH:7]1[CH2:8][CH2:9]1)=[O:5]. The catalyst class is: 19. (7) Product: [Cl:1][C:2]1[C:3]([O:16][C:17]2[CH:18]=[N:19][C:20]([O:24][CH2:25][CH:26]([CH3:28])[CH3:27])=[C:21]([Cl:23])[CH:22]=2)=[CH:4][C:5]([F:15])=[C:6]([CH:14]=1)[C:7]([OH:9])=[O:8]. The catalyst class is: 4. Reactant: [Cl:1][C:2]1[C:3]([O:16][C:17]2[CH:18]=[N:19][C:20]([O:24][CH2:25][CH:26]([CH3:28])[CH3:27])=[C:21]([Cl:23])[CH:22]=2)=[CH:4][C:5]([F:15])=[C:6]([CH:14]=1)[C:7]([O:9]C(C)(C)C)=[O:8].FC(F)(F)C(O)=O. (8) Reactant: [OH:1][CH:2]1[CH2:7][N:6]([C:8]([O:10][CH2:11][C:12]2[CH:17]=[CH:16][CH:15]=[CH:14][CH:13]=2)=[O:9])[C@H:5]([CH3:18])[CH2:4][CH2:3]1.[CH3:19]I.[H-].[Na+]. Product: [CH3:19][O:1][CH:2]1[CH2:7][N:6]([C:8]([O:10][CH2:11][C:12]2[CH:17]=[CH:16][CH:15]=[CH:14][CH:13]=2)=[O:9])[C@H:5]([CH3:18])[CH2:4][CH2:3]1. The catalyst class is: 1.